From a dataset of Forward reaction prediction with 1.9M reactions from USPTO patents (1976-2016). Predict the product of the given reaction. (1) Given the reactants [Br:1][C:2]1[CH:7]=[C:6]([C:8]2[S:9][C:10]3[CH:16]=[C:15]([O:17]C)[CH:14]=[CH:13][C:11]=3[N:12]=2)[CH:5]=[CH:4][N:3]=1.B(Br)(Br)Br.O, predict the reaction product. The product is: [Br:1][C:2]1[CH:7]=[C:6]([C:8]2[S:9][C:10]3[CH:16]=[C:15]([OH:17])[CH:14]=[CH:13][C:11]=3[N:12]=2)[CH:5]=[CH:4][N:3]=1. (2) The product is: [CH3:36][N:3]1[CH2:7][CH2:6][C@H:5]([NH:8][C:9]([C:11]2[CH:31]=[CH:30][C:14]3[N:15]([CH3:29])[C:16]([NH:18][C:19]4[S:20][C:21]5[CH:27]=[C:26]([Cl:28])[CH:25]=[CH:24][C:22]=5[N:23]=4)=[N:17][C:13]=3[CH:12]=2)=[O:10])[CH2:4]1. Given the reactants Cl.Cl.[NH:3]1[CH2:7][CH2:6][C@H:5]([NH:8][C:9]([C:11]2[CH:31]=[CH:30][C:14]3[N:15]([CH3:29])[C:16]([NH:18][C:19]4[S:20][C:21]5[CH:27]=[C:26]([Cl:28])[CH:25]=[CH:24][C:22]=5[N:23]=4)=[N:17][C:13]=3[CH:12]=2)=[O:10])[CH2:4]1.C=O.[BH-](OC(C)=O)(OC(C)=O)O[C:36](C)=O.[Na+], predict the reaction product. (3) Given the reactants [CH3:1][O:2][CH2:3][CH2:4][O:5][C:6]1[CH:11]=[CH:10][C:9]([C@@H:12]2[O:16][C:15](=[O:17])[NH:14][C@H:13]2[C:18](OC)=[O:19])=[CH:8][CH:7]=1.[BH4-].[Na+].Cl, predict the reaction product. The product is: [OH:19][CH2:18][C@H:13]1[C@H:12]([C:9]2[CH:8]=[CH:7][C:6]([O:5][CH2:4][CH2:3][O:2][CH3:1])=[CH:11][CH:10]=2)[O:16][C:15](=[O:17])[NH:14]1. (4) Given the reactants [C:1]([O:12][CH3:13])(=[O:11])[C:2]1[CH:10]=[CH:9][CH:8]=[C:4]([C:5]([O-:7])=O)[CH:3]=1.[CH3:14][O:15][CH:16]([O:19][CH3:20])[CH2:17][NH2:18].CCN=C=NCCCN(C)C.CCN(C(C)C)C(C)C, predict the reaction product. The product is: [CH3:13][O:12][C:1](=[O:11])[C:2]1[CH:10]=[CH:9][CH:8]=[C:4]([C:5]([NH:18][CH2:17][CH:16]([O:19][CH3:20])[O:15][CH3:14])=[O:7])[CH:3]=1. (5) Given the reactants [C:1]([O:5][C:6](=[O:29])[C:7]([O:10]/[N:11]=[C:12](/[C:16]1[N:17]=[C:18]([NH:21][C:22]([O:24][C:25]([CH3:28])([CH3:27])[CH3:26])=[O:23])[S:19][CH:20]=1)\[C:13](O)=[O:14])([CH3:9])[CH3:8])([CH3:4])([CH3:3])[CH3:2].CCN(C(C)C)C(C)C.CN(C(ON1N=NC2C=CC=NC1=2)=[N+](C)C)C.F[P-](F)(F)(F)(F)F.[NH2:63][C@@H:64]1[C:67](=[O:68])[NH:66][C@@H:65]1[CH2:69][N:70]1[C:74]([CH2:75][NH:76][C:77](=[O:83])[O:78][C:79]([CH3:82])([CH3:81])[CH3:80])=[N:73][N:72]=[N:71]1, predict the reaction product. The product is: [C:79]([O:78][C:77]([NH:76][CH2:75][C:74]1[N:70]([CH2:69][C@@H:65]2[C@H:64]([NH:63][C:13](=[O:14])/[C:12](=[N:11]\[O:10][C:7]([CH3:8])([CH3:9])[C:6]([O:5][C:1]([CH3:4])([CH3:3])[CH3:2])=[O:29])/[C:16]3[N:17]=[C:18]([NH:21][C:22]([O:24][C:25]([CH3:27])([CH3:28])[CH3:26])=[O:23])[S:19][CH:20]=3)[C:67](=[O:68])[NH:66]2)[N:71]=[N:72][N:73]=1)=[O:83])([CH3:82])([CH3:80])[CH3:81]. (6) Given the reactants [C:1]([O:5][C:6]([N:8]1[C:16]2[C:11](=[CH:12][C:13]([N+:17]([O-])=O)=[CH:14][CH:15]=2)[C:10]([CH3:20])=[N:9]1)=[O:7])([CH3:4])([CH3:3])[CH3:2].C([O-])=O.[NH4+], predict the reaction product. The product is: [NH2:17][C:13]1[CH:12]=[C:11]2[C:16](=[CH:15][CH:14]=1)[N:8]([C:6]([O:5][C:1]([CH3:3])([CH3:2])[CH3:4])=[O:7])[N:9]=[C:10]2[CH3:20].